Dataset: Full USPTO retrosynthesis dataset with 1.9M reactions from patents (1976-2016). Task: Predict the reactants needed to synthesize the given product. (1) Given the product [CH3:3][O:4][C:5]1[C:9]([C:10]([O:12][CH2:13][CH3:14])=[O:11])=[CH:8][N:7]([C:16]2[N:21]=[CH:20][CH:19]=[CH:18][N:17]=2)[N:6]=1, predict the reactants needed to synthesize it. The reactants are: [H-].[Na+].[CH3:3][O:4][C:5]1[C:9]([C:10]([O:12][CH2:13][CH3:14])=[O:11])=[CH:8][NH:7][N:6]=1.Cl[C:16]1[N:21]=[CH:20][CH:19]=[CH:18][N:17]=1. (2) Given the product [CH3:1][O:2][C:3]1[CH:4]=[CH:5][C:6]([C@@H:9]([NH:11][C:12]([C:13]2[CH:22]([C:21]3[CH:24]=[C:25]([O:28][CH2:29][CH3:30])[C:26]([OH:27])=[C:19]([Br:18])[CH:20]=3)[C:37]3[C:38](=[O:40])[CH2:39][CH:34]([CH2:31][CH2:32][CH3:33])[CH2:35][C:36]=3[NH:16][C:14]=2[CH3:15])=[O:17])[CH3:10])=[CH:7][CH:8]=1, predict the reactants needed to synthesize it. The reactants are: [CH3:1][O:2][C:3]1[CH:8]=[CH:7][C:6]([C@@H:9]([NH:11][C:12](=[O:17])[CH:13]=[C:14]([NH2:16])[CH3:15])[CH3:10])=[CH:5][CH:4]=1.[Br:18][C:19]1[CH:20]=[C:21]([CH:24]=[C:25]([O:28][CH2:29][CH3:30])[C:26]=1[OH:27])[CH:22]=O.[CH2:31]([CH:34]1[CH2:39][C:38](=[O:40])[CH2:37][C:36](=O)[CH2:35]1)[CH2:32][CH3:33]. (3) Given the product [CH3:1][O:2][C:3](=[O:23])[CH2:4][N:5]1[CH2:20][CH:21]=[CH:22][CH2:8][CH:7]([NH:11][C:12]([O:14][C:15]([CH3:16])([CH3:17])[CH3:18])=[O:13])[C:6]1=[O:19], predict the reactants needed to synthesize it. The reactants are: [CH3:1][O:2][C:3](=[O:23])[CH2:4][N:5]([CH2:20][CH:21]=[CH2:22])[C:6](=[O:19])[CH:7]([NH:11][C:12]([O:14][C:15]([CH3:18])([CH3:17])[CH3:16])=[O:13])[CH2:8]C=C.CS(C)=O. (4) The reactants are: [CH3:1][O:2][C:3](=[O:33])[NH:4][CH:5]([C:9]([N:11]1[CH:15]([C:16]2[NH:17][CH:18]=[C:19]([C:21]3[CH:26]=[CH:25][C:24](Br)=[CH:23][CH:22]=3)[N:20]=2)[CH2:14][N:13]([CH2:28][C:29]([F:32])([F:31])[F:30])[CH2:12]1)=[O:10])[CH:6]([CH3:8])[CH3:7].[CH3:34][O:35][C:36](=[O:69])[NH:37][CH:38]([C:42]([N:44]1[CH2:48][CH2:47][CH2:46][CH:45]1[C:49]1[NH:50][CH:51]=[C:52]([C:54]2[CH:59]=[CH:58][C:57](B3OC(C)(C)C(C)(C)O3)=[CH:56][CH:55]=2)[N:53]=1)=[O:43])[CH:39]([CH3:41])[CH3:40].C(=O)([O-])[O-].[K+].[K+].C(O)(C(F)(F)F)=O. Given the product [CH3:1][O:2][C:3](=[O:33])[NH:4][CH:5]([C:9]([N:11]1[CH:15]([C:16]2[NH:20][C:19]([C:21]3[CH:26]=[CH:25][C:24]([C:57]4[CH:58]=[CH:59][C:54]([C:52]5[NH:53][C:49]([CH:45]6[CH2:46][CH2:47][CH2:48][N:44]6[C:42](=[O:43])[CH:38]([NH:37][C:36]([O:35][CH3:34])=[O:69])[CH:39]([CH3:41])[CH3:40])=[N:50][CH:51]=5)=[CH:55][CH:56]=4)=[CH:23][CH:22]=3)=[CH:18][N:17]=2)[CH2:14][N:13]([CH2:28][C:29]([F:32])([F:31])[F:30])[CH2:12]1)=[O:10])[CH:6]([CH3:8])[CH3:7], predict the reactants needed to synthesize it.